Dataset: Catalyst prediction with 721,799 reactions and 888 catalyst types from USPTO. Task: Predict which catalyst facilitates the given reaction. Reactant: C(N(CC)CC)C.Cl.[C:9]1([C:15]2[CH2:16][CH2:17][NH:18][CH2:19][CH:20]=2)[CH:14]=[CH:13][CH:12]=[CH:11][CH:10]=1.Cl[C:22]([O:24][CH3:25])=[O:23]. Product: [CH3:25][O:24][C:22]([N:18]1[CH2:17][CH:16]=[C:15]([C:9]2[CH:14]=[CH:13][CH:12]=[CH:11][CH:10]=2)[CH2:20][CH2:19]1)=[O:23]. The catalyst class is: 2.